Dataset: Full USPTO retrosynthesis dataset with 1.9M reactions from patents (1976-2016). Task: Predict the reactants needed to synthesize the given product. (1) Given the product [CH3:7][O:8][C:9](=[O:20])[C:10]1[CH:15]=[C:14]([N+:16]([O-:18])=[O:17])[CH:13]=[CH:12][C:11]=1[N:1]1[CH2:6][CH2:5][O:4][CH2:3][CH2:2]1, predict the reactants needed to synthesize it. The reactants are: [NH:1]1[CH2:6][CH2:5][O:4][CH2:3][CH2:2]1.[CH3:7][O:8][C:9](=[O:20])[C:10]1[CH:15]=[C:14]([N+:16]([O-:18])=[O:17])[CH:13]=[CH:12][C:11]=1F.O. (2) Given the product [Cl:21][C:15]1[C:14]2[C:9](=[CH:10][CH:11]=[CH:12][CH:13]=2)[N:8]=[C:7]([C:4]2[CH:5]=[CH:6][N:1]=[N:2][CH:3]=2)[N:16]=1, predict the reactants needed to synthesize it. The reactants are: [N:1]1[CH:6]=[CH:5][C:4]([C:7]2[NH:16][C:15](=O)[C:14]3[C:9](=[CH:10][CH:11]=[CH:12][CH:13]=3)[N:8]=2)=[CH:3][N:2]=1.N.O=P(Cl)(Cl)[Cl:21]. (3) The reactants are: CS([C:5]1[N:10]=[C:9]([C:11]2[N:15]3[CH:16]=[CH:17][N:18]=[C:19]([N:20]4[CH2:25][CH2:24][N:23]([CH3:26])[CH2:22][CH2:21]4)[C:14]3=[N:13][CH:12]=2)[CH:8]=[CH:7][N:6]=1)(=O)=O.[CH2:27]([NH2:34])[C:28]1[CH:33]=[CH:32][CH:31]=[CH:30][CH:29]=1. Given the product [CH2:27]([NH:34][C:5]1[N:10]=[C:9]([C:11]2[N:15]3[CH:16]=[CH:17][N:18]=[C:19]([N:20]4[CH2:25][CH2:24][N:23]([CH3:26])[CH2:22][CH2:21]4)[C:14]3=[N:13][CH:12]=2)[CH:8]=[CH:7][N:6]=1)[C:28]1[CH:33]=[CH:32][CH:31]=[CH:30][CH:29]=1, predict the reactants needed to synthesize it.